From a dataset of Catalyst prediction with 721,799 reactions and 888 catalyst types from USPTO. Predict which catalyst facilitates the given reaction. (1) Reactant: N#N.[N+:3]([C:6]1[CH:7]=[N:8][N:9]([CH2:11][CH2:12][CH2:13][CH2:14][C:15](=[O:17])[CH3:16])[CH:10]=1)([O-:5])=[O:4].CC(C[AlH]CC(C)C)C.[C@H](O)(C([O-])=O)[C@@H](O)C([O-])=O.[Na+].[K+]. Product: [N+:3]([C:6]1[CH:7]=[N:8][N:9]([CH2:11][CH2:12][CH2:13][CH2:14][CH:15]([OH:17])[CH3:16])[CH:10]=1)([O-:5])=[O:4]. The catalyst class is: 182. (2) Reactant: [CH2:1]([N:3]([CH2:27][CH3:28])[C:4]1[N:5]=[C:6]([NH:22][CH2:23][CH:24]2[CH2:26][CH2:25]2)[C:7]2[N:13]=[C:12]([NH:14][CH2:15][CH3:16])[N:11]=[C:10]([NH:17][CH2:18][CH:19]3[CH2:21][CH2:20]3)[C:8]=2[N:9]=1)[CH3:2].Cl.C(OCC)C.Cl.[Cl:36]C1N=C(NCCC)C2N=C(NC)N=C(NCCC)C=2N=1. Product: [ClH:36].[CH2:27]([N:3]([CH2:1][CH3:2])[C:4]1[N:5]=[C:6]([NH:22][CH2:23][CH:24]2[CH2:25][CH2:26]2)[C:7]2[N:13]=[C:12]([NH:14][CH2:15][CH3:16])[N:11]=[C:10]([NH:17][CH2:18][CH:19]3[CH2:20][CH2:21]3)[C:8]=2[N:9]=1)[CH3:28]. The catalyst class is: 12.